The task is: Regression. Given two drug SMILES strings and cell line genomic features, predict the synergy score measuring deviation from expected non-interaction effect.. This data is from NCI-60 drug combinations with 297,098 pairs across 59 cell lines. Drug 1: CC1=C2C(C(=O)C3(C(CC4C(C3C(C(C2(C)C)(CC1OC(=O)C(C(C5=CC=CC=C5)NC(=O)OC(C)(C)C)O)O)OC(=O)C6=CC=CC=C6)(CO4)OC(=O)C)OC)C)OC. Drug 2: COCCOC1=C(C=C2C(=C1)C(=NC=N2)NC3=CC=CC(=C3)C#C)OCCOC.Cl. Cell line: EKVX. Synergy scores: CSS=55.6, Synergy_ZIP=10.3, Synergy_Bliss=12.3, Synergy_Loewe=-14.0, Synergy_HSA=15.6.